Dataset: Catalyst prediction with 721,799 reactions and 888 catalyst types from USPTO. Task: Predict which catalyst facilitates the given reaction. (1) Reactant: [CH3:1][O:2][C:3]1[CH:4]=[C:5]2[C:10](=[CH:11][C:12]=1[O:13][CH3:14])[N:9]=[CH:8][CH:7]=[C:6]2[O:15][C:16]1[CH:21]=[CH:20][C:19]([NH:22][C:23](=O)[CH2:24][O:25][C:26]2[CH:31]=[CH:30][CH:29]=[C:28]([Cl:32])[CH:27]=2)=[CH:18][CH:17]=1.Cl.[OH-].[Na+]. Product: [Cl:32][C:28]1[CH:27]=[C:26]([CH:31]=[CH:30][CH:29]=1)[O:25][CH2:24][CH2:23][NH:22][C:19]1[CH:20]=[CH:21][C:16]([O:15][C:6]2[C:5]3[C:10](=[CH:11][C:12]([O:13][CH3:14])=[C:3]([O:2][CH3:1])[CH:4]=3)[N:9]=[CH:8][CH:7]=2)=[CH:17][CH:18]=1. The catalyst class is: 7. (2) Reactant: Br[C:2]1[CH:3]=[CH:4][C:5]2[NH:6][C:7]3[C:12]([C:13]=2[CH:14]=1)=[CH:11][C:10](Br)=[CH:9][CH:8]=3.[CH2:16]([O:24][C:25]1[CH:30]=[CH:29][C:28](B(O)O)=[CH:27][CH:26]=1)[CH2:17][CH2:18][CH2:19][CH2:20][CH2:21][CH2:22][CH3:23].[C:34]([O-:37])(O)=O.[Na+].[CH2:39](O)[CH3:40]. Product: [CH2:16]([O:24][C:25]1[CH:30]=[CH:29][C:28]([C:2]2[CH:3]=[CH:4][C:5]3[NH:6][C:7]4[C:12]([C:13]=3[CH:14]=2)=[CH:11][C:10]([C:2]2[CH:3]=[CH:4][C:5]([O:37][CH2:34][CH2:9][CH2:8][CH2:7][CH2:12][CH2:11][CH2:39][CH3:40])=[CH:13][CH:14]=2)=[CH:9][CH:8]=4)=[CH:27][CH:26]=1)[CH2:17][CH2:18][CH2:19][CH2:20][CH2:21][CH2:22][CH3:23]. The catalyst class is: 206. (3) Reactant: [CH2:1]([O:8][C:9]([NH:11][C@H:12]1[CH2:15][C@@H:14]([C:16]([OH:18])=O)[C:13]1([CH3:20])[CH3:19])=[O:10])[C:2]1[CH:7]=[CH:6][CH:5]=[CH:4][CH:3]=1.CCN=C=NCCCN(C)C.C1C=CC2N(O)N=NC=2C=1.[CH2:42]([N:44]1[CH2:49][CH2:48][NH:47][CH2:46][CH2:45]1)[CH3:43]. Product: [CH2:42]([N:44]1[CH2:49][CH2:48][N:47]([C:16]([C@@H:14]2[CH2:15][C@H:12]([NH:11][C:9](=[O:10])[O:8][CH2:1][C:2]3[CH:3]=[CH:4][CH:5]=[CH:6][CH:7]=3)[C:13]2([CH3:20])[CH3:19])=[O:18])[CH2:46][CH2:45]1)[CH3:43]. The catalyst class is: 624. (4) Reactant: [N+:1]([C:4]1[CH:5]=[C:6](B(O)O)[CH:7]=[CH:8][CH:9]=1)([O-:3])=[O:2].I[C:14]1[CH:15]=[C:16]([NH:21][C:22](=[O:33])[C:23]2[CH:28]=[CH:27][CH:26]=[C:25]([C:29]([F:32])([F:31])[F:30])[CH:24]=2)[CH:17]=[N:18][C:19]=1[CH3:20].C(=O)([O-])[O-].[K+].[K+]. Product: [CH3:20][C:19]1[N:18]=[CH:17][C:16]([NH:21][C:22](=[O:33])[C:23]2[CH:28]=[CH:27][CH:26]=[C:25]([C:29]([F:32])([F:30])[F:31])[CH:24]=2)=[CH:15][C:14]=1[C:6]1[CH:7]=[CH:8][CH:9]=[C:4]([N+:1]([O-:3])=[O:2])[CH:5]=1. The catalyst class is: 460. (5) Reactant: [NH:1]1[CH:5]=[CH:4][C:3]([C:6]([O:8][CH2:9][CH3:10])=[O:7])=[N:2]1.[H-].[Na+].[CH3:13][Si:14]([CH2:17][CH2:18][O:19][CH2:20]Cl)([CH3:16])[CH3:15]. Product: [CH3:13][Si:14]([CH3:16])([CH3:15])[CH2:17][CH2:18][O:19][CH2:20][N:1]1[CH:5]=[CH:4][C:3]([C:6]([O:8][CH2:9][CH3:10])=[O:7])=[N:2]1. The catalyst class is: 12. (6) Reactant: [F:1][C:2]1[CH:14]=[C:13]([N+:15]([O-])=O)[CH:12]=[CH:11][C:3]=1[C:4]([O:6][C:7]([CH3:10])([CH3:9])[CH3:8])=[O:5].[Cl-].[NH4+]. Product: [C:7]([O:6][C:4](=[O:5])[C:3]1[CH:11]=[CH:12][C:13]([NH2:15])=[CH:14][C:2]=1[F:1])([CH3:10])([CH3:8])[CH3:9]. The catalyst class is: 190.